Dataset: CYP2C9 inhibition data for predicting drug metabolism from PubChem BioAssay. Task: Regression/Classification. Given a drug SMILES string, predict its absorption, distribution, metabolism, or excretion properties. Task type varies by dataset: regression for continuous measurements (e.g., permeability, clearance, half-life) or binary classification for categorical outcomes (e.g., BBB penetration, CYP inhibition). Dataset: cyp2c9_veith. (1) The molecule is O=c1ccc(-c2ccccc2)n[nH]1. The result is 0 (non-inhibitor). (2) The molecule is COc1ccc(-n2c(=O)c(-c3cccs3)nc3cnc(Nc4cccc(OC)c4)nc32)cc1. The result is 0 (non-inhibitor). (3) The drug is Nc1ccc(S(N)(=O)=O)cc1. The result is 0 (non-inhibitor). (4) The molecule is O=[N+]([O-])c1ccc(S(=O)(=O)Cc2ccccc2)c2nonc12. The result is 1 (inhibitor).